From a dataset of Experimentally validated miRNA-target interactions with 360,000+ pairs, plus equal number of negative samples. Binary Classification. Given a miRNA mature sequence and a target amino acid sequence, predict their likelihood of interaction. The miRNA is hsa-miR-6851-5p with sequence AGGAGGUGGUACUAGGGGCCAGC. The protein sequence of the target gene is MALPFLPGNSFNRNIGKERFHKSQHWGFCNNVRMLVSENKPGVGGDLLYGQKIKPKHSVFPKGDGTDAPSWVAFDKQVLSFDAYLEDEISDKRQEIFRIRYYKIYFYLEDDTIQVNEPEVINSGLPQGTSIRRQRIPYPPPNDDQFYTVYDFNINISVVFYGRTFKIYDCDPFTKNFLKKIGIKLNPPGQCPLDPYMKMRRETLEFVDPFRPYQSFDTLKRFIQYDGKVLRFFCLWDDSTSLFGDRREFVLHYFLCDGTVEIREVLPSNSGRDAMSSFLRRGKLPKYGPPGIYQPGQITD.... Result: 0 (no interaction).